Dataset: Peptide-MHC class II binding affinity with 134,281 pairs from IEDB. Task: Regression. Given a peptide amino acid sequence and an MHC pseudo amino acid sequence, predict their binding affinity value. This is MHC class II binding data. (1) The peptide sequence is SKEHDGECKETVPMN. The MHC is HLA-DPA10301-DPB10402 with pseudo-sequence HLA-DPA10301-DPB10402. The binding affinity (normalized) is 0.141. (2) The peptide sequence is RKNSCECNFEQKFVD. The MHC is DRB1_0101 with pseudo-sequence DRB1_0101. The binding affinity (normalized) is 0.0356. (3) The binding affinity (normalized) is 0.804. The MHC is DRB3_0202 with pseudo-sequence DRB3_0202. The peptide sequence is FDPYGATISATPESA. (4) The peptide sequence is IASLFAAAGLAAAAP. The MHC is DRB1_0701 with pseudo-sequence DRB1_0701. The binding affinity (normalized) is 0.361. (5) The peptide sequence is GELQIVDNIDAAFKI. The MHC is DRB1_0401 with pseudo-sequence DRB1_0401. The binding affinity (normalized) is 0.745. (6) The peptide sequence is VSIISILKGVINIWG. The MHC is DRB1_0802 with pseudo-sequence DRB1_0802. The binding affinity (normalized) is 0.225. (7) The peptide sequence is ISGYNFSLGAAVKAG. The MHC is DRB1_1302 with pseudo-sequence DRB1_1302. The binding affinity (normalized) is 0.578.